Dataset: Experimentally validated miRNA-target interactions with 360,000+ pairs, plus equal number of negative samples. Task: Binary Classification. Given a miRNA mature sequence and a target amino acid sequence, predict their likelihood of interaction. (1) The miRNA is hsa-miR-8082 with sequence UGAUGGAGCUGGGAAUACUCUG. The protein sequence of the target gene is MKRRASDRGAGETSARAKALGSGISGNNAKRAGPFILGPRLGNSPVPSIVQCLARKDGTDDFYQLKILTLEERGDQGIESQEERQGKMLLHTEYSLLSLLHTQDGVVHHHGLFQDRTCEIVEDTESSRMVKKMKKRICLVLDCLCAHDFSDKTADLINLQHYVIKEKRLSERETVVIFYDVVRVVEALHQKNIVHRDLKLGNMVLNKRTHRITITNFCLGKHLVSEGDLLKDQRGSPAYISPDVLSGRPYRGKPSDMWALGVVLFTMLYGQFPFYDSIPQELFRKIKAAEYTIPEDGRVS.... Result: 0 (no interaction). (2) The miRNA is hsa-miR-4313 with sequence AGCCCCCUGGCCCCAAACCC. The protein sequence of the target gene is MANPGLGLLLALGLPFLLARWGRAWGQIQTTSANENSTVLPSSTSSSSDGNLRPEAITAIIVVFSLLAALLLAVGLALLVRKLREKRQTEGTYRPSSEEQVGARVPPTPNLKLPPEERLI. Result: 0 (no interaction). (3) The miRNA is hsa-miR-6809-3p with sequence CUUCUCUUCUCUCCUUCCCAG. The protein sequence of the target gene is MDSFFPEGARVWLRENGQHFPSTVNSCAEGVVVFQTDYGQVFTYKQSTITNQKVTAMHPLHEEGVDDMASLAELHGGSIMYNLFQRYKRNQIYTYIGSIIASVNPYQPIAGLYERATMEEYSRCHLGELPPHIFAIANECYRCLWKRHDNQCVLISGESGAGKTESTKLILKFLSVISQQTLDLGLQEKTSSVEQAILQSSPIMEAFGNAKTVYNNNSSRFGKFVQLNICQQGNIQGGRIVDYLLEKNRVVRQNPGERNYHIFYALLAGLDQGEREEFYLSLPENYHYLNQSGCTEDKTI.... Result: 0 (no interaction). (4) The miRNA is hsa-miR-4457 with sequence UCACAAGGUAUUGACUGGCGUA. The protein sequence of the target gene is MEGAPPGSLALRLLLFVALPASGWLTTGAPEPPPLSGAPQDGIRINVTTLKDDGDISKQQVVLNITYESGQVYVNDLPVNSGVTRISCQTLIVKNENLENLEEKEYFGIVSVRILVHEWPMTSGSSLQLIVIQEEVVEIDGKQVQQKDVTEIDILVKNRGVLRHSNYTLPLEESMLYSISRDSDILFTLPNLSKKESVSSLQTTSQYLIRNVETTVDEDVLPGKLPETPLRAEPPSSYKVMCQWMEKFRKDLCRFWSNVFPVFFQFLNIMVVGITGAAVVITILKVFFPVSEYKGILQLD.... Result: 1 (interaction). (5) Result: 0 (no interaction). The protein sequence of the target gene is MEETMKLATMEDTVEYCLFLIPDESRDSDKHKEILQKYIERIITRFAPMLVPYIWQNQPFNLKYKPGKGGVPAHMFGVTKFGDNIEDEWFIVYVIKQITKEFPELVARIEDNDGEFLLIEAADFLPKWLDPENSTNRVFFCHGELCIIPAPRKSGAESWLPTTPPTIPQALNIITAHSEKILASESIRAAVNRRIRGYPEKIQASLHRAHCFLPAGIVAVLKQRPRLVAAAVQAFYLRDPIDLRACRVFKTFLPETRIMTSVTFTKCLYAQLVQQRFVPDRRSGYRLPPPSDPQYRAHEL.... The miRNA is ath-miR402 with sequence UUCGAGGCCUAUUAAACCUCUG. (6) The miRNA is mmu-miR-345-3p with sequence CCUGAACUAGGGGUCUGGAGAC. The protein sequence of the target gene is MAEITNIRPSFDVSPVAAGLIGASVLVVCVSVTVFVWTCCHQQAEKKHKTPPYKFIHMLKGISIYPETLSNKKKIIKVRRDKDGPRRESGRGNLLINAESGLLSHDKDPRGPSPASCMDQLPIKRDYGEELRSPMTSLTPGESKATSPSSPEEDVMLGSLTFSVDYNFPKKALVVTIQEAHGLPVMDDQTQGSDPYIKMTILPDKRHRVKTRVLRKTLDPVFDETFTFYGIPYSQLQDLVLHFLVLSFDRFSRDDVIGEVMVPLAGVDPSTGKVQLTRDIIKRNIQKCISRGELQVSLSY.... Result: 0 (no interaction). (7) The miRNA is hsa-miR-4762-3p with sequence CUUCUGAUCAAGAUUUGUGGUG. The protein sequence of the target gene is MHTPPALPRRFQGGGRVRTPGSHRQGKDNLERDPSGGCVPDFLPQAQDSNHFIMESLFCESSGDSSLEKEFLGAPVGPSVSTPNSQHSSPSRSLSANSIKVEMYSDEESSRLLGPDERLLEKDDSVIVEDSLSEPLGYCDGSGPEPHSPGGIRLPNGKLKCDVCGMVCIGPNVLMVHKRSHTGERPFHCNQCGASFTQKGNLLRHIKLHSGEKPFKCPFCNYACRRRDALTGHLRTHSVSSPTVGKPYKCNYCGRSYKQQSTLEEHKERCHNYLQSLSTEAQALAGQPGDEIRDLEMVPD.... Result: 1 (interaction). (8) Result: 1 (interaction). The protein sequence of the target gene is MDSVAFEDVAVNFTQEEWALLGPSQKSLYRNVMQETIRNLDCIEMKWEDQNIGDQCQNAKRNLRSHTCEIKDDSQCGETFGQIPDSIVNKNTPRVNPCDSGECGEVVLGHSSLNCNIRVDTGHKSCEHQEYGEKPYTHKQRGKAISHQHSFQTHERPPTGKKPFDCKECAKTFSSLGNLRRHMAAHHGDGPYKCKLCGKAFVWPSLFHLHERTHTGEKPYECKQCSKAFPFYSSYLRHERIHTGEKAYECKQCSKAFPDYSTYLRHERTHTGEKPYKCTQCGKAFSCYYYTRLHERTHTG.... The miRNA is hsa-miR-192-5p with sequence CUGACCUAUGAAUUGACAGCC. (9) Result: 0 (no interaction). The protein sequence of the target gene is MSSQKGNVARSRPQKHQNTFSFKNDKFDKSVQTKKINAKLHDGVCQRCKEVLEWRVKYSKYKPLSKPKKCVKCLQKTVKDSYHIMCRPCACELEVCAKCGKKEDIVIPWSLPLLPRLECSGRILAHHNLRLPCSSDSPASASRVAGTTGAHHHAQLIFVFLVEMGFHYVGQAGLELLTS. The miRNA is hsa-miR-138-1-3p with sequence GCUACUUCACAACACCAGGGCC. (10) The protein sequence of the target gene is MSGLVLGQRDEPAGHRLSQEEILGSTRLVSQGLEALRSEHQAVLQSLSQTIECLQQGGHEEGLVHEKARQLRRSMENIELGLSEAQVMLALASHLSTVESEKQKLRAQVRRLCQENQWLRDELAGTQQRLQRSEQAVAQLEEEKKHLEFLGQLRQYDEDGHTSEEKEGDATKDSLDDLFPNEEEEDPSNGLSRGQGATAAQQGGYEIPARLRTLHNLVIQYAAQGRYEVAVPLCKQALEDLERTSGRGHPDVATMLNILALVYRDQNKYKEAAHLLNDALSIRESTLGPDHPAVAATLNN.... The miRNA is hsa-miR-7106-3p with sequence AGCUCCCUGAAUCCCUGUCCCAG. Result: 0 (no interaction).